The task is: Regression/Classification. Given a drug SMILES string, predict its absorption, distribution, metabolism, or excretion properties. Task type varies by dataset: regression for continuous measurements (e.g., permeability, clearance, half-life) or binary classification for categorical outcomes (e.g., BBB penetration, CYP inhibition). Dataset: cyp2d6_veith.. This data is from CYP2D6 inhibition data for predicting drug metabolism from PubChem BioAssay. (1) The result is 0 (non-inhibitor). The molecule is COc1ccc(NC(=O)N2CC3(CCN(C(=O)c4ccc(OC)cc4)CC3)C2)cc1. (2) The molecule is c1ccc(CCN2CCOCC2)nc1. The result is 0 (non-inhibitor).